Dataset: Full USPTO retrosynthesis dataset with 1.9M reactions from patents (1976-2016). Task: Predict the reactants needed to synthesize the given product. (1) The reactants are: Cl[C:2]1[CH:11]=[CH:10][C:9]2[C:4](=[CH:5][CH:6]=[C:7]([OH:13])[C:8]=2[F:12])[N:3]=1.B([C:17]1[CH:25]=[CH:24][C:20]([C:21]([OH:23])=[O:22])=[CH:19][C:18]=1[Cl:26])(O)O.C([O-])(O)=O.[Na+]. Given the product [Cl:26][C:18]1[CH:19]=[C:20]([CH:24]=[CH:25][C:17]=1[C:2]1[CH:11]=[CH:10][C:9]2[C:4](=[CH:5][CH:6]=[C:7]([OH:13])[C:8]=2[F:12])[N:3]=1)[C:21]([OH:23])=[O:22], predict the reactants needed to synthesize it. (2) The reactants are: Cl[C:2]1[N:3]=[C:4]([N:25]2[CH2:30][CH2:29][O:28][CH2:27][CH2:26]2)[C:5]2[S:10][C:9]([CH2:11][N:12]3[CH2:17][CH2:16][N:15]([C:18]([O:20][C:21]([CH3:24])([CH3:23])[CH3:22])=[O:19])[CH2:14][CH2:13]3)=[CH:8][C:6]=2[N:7]=1.[OH:31][C:32]1[CH:33]=[C:34](B(O)O)[CH:35]=[CH:36][CH:37]=1.C(=O)([O-])[O-].[Na+].[Na+]. Given the product [OH:31][C:32]1[CH:37]=[C:36]([C:2]2[N:3]=[C:4]([N:25]3[CH2:30][CH2:29][O:28][CH2:27][CH2:26]3)[C:5]3[S:10][C:9]([CH2:11][N:12]4[CH2:17][CH2:16][N:15]([C:18]([O:20][C:21]([CH3:24])([CH3:23])[CH3:22])=[O:19])[CH2:14][CH2:13]4)=[CH:8][C:6]=3[N:7]=2)[CH:35]=[CH:34][CH:33]=1, predict the reactants needed to synthesize it.